This data is from Peptide-MHC class I binding affinity with 185,985 pairs from IEDB/IMGT. The task is: Regression. Given a peptide amino acid sequence and an MHC pseudo amino acid sequence, predict their binding affinity value. This is MHC class I binding data. The peptide sequence is ESLFRAVITK. The MHC is HLA-A31:01 with pseudo-sequence HLA-A31:01. The binding affinity (normalized) is 0.183.